From a dataset of Forward reaction prediction with 1.9M reactions from USPTO patents (1976-2016). Predict the product of the given reaction. Given the reactants [C:1]12([C:11]3[CH:12]=[C:13]([C:26]#[C:27][C:28]4([NH:36]C(=O)OC(C)(C)C)[CH2:33][O:32]C(C)(C)[O:30][CH2:29]4)[CH:14]=[CH:15][C:16]=3[O:17][CH2:18][CH2:19][CH2:20][CH2:21][CH2:22][CH2:23][CH2:24][CH3:25])[CH2:10][CH:5]3[CH2:6][CH:7]([CH2:9][CH:3]([CH2:4]3)[CH2:2]1)[CH2:8]2, predict the reaction product. The product is: [NH2:36][C:28]([CH2:27][CH2:26][C:13]1[CH:14]=[CH:15][C:16]([O:17][CH2:18][CH2:19][CH2:20][CH2:21][CH2:22][CH2:23][CH2:24][CH3:25])=[C:11]([C:1]23[CH2:2][CH:3]4[CH2:9][CH:7]([CH2:6][CH:5]([CH2:4]4)[CH2:10]2)[CH2:8]3)[CH:12]=1)([CH2:33][OH:32])[CH2:29][OH:30].